From a dataset of Forward reaction prediction with 1.9M reactions from USPTO patents (1976-2016). Predict the product of the given reaction. (1) Given the reactants [CH2:1]([O:8][C:9]1[C:10]([CH2:15]Cl)=[N:11][CH:12]=[CH:13][CH:14]=1)[C:2]1[CH:7]=[CH:6][CH:5]=[CH:4][CH:3]=1.[CH3:17][O-:18].[Na+].[Na], predict the reaction product. The product is: [CH2:1]([O:8][C:9]1[C:10]([CH2:15][O:18][CH3:17])=[N:11][CH:12]=[CH:13][CH:14]=1)[C:2]1[CH:7]=[CH:6][CH:5]=[CH:4][CH:3]=1. (2) Given the reactants [CH2:1]([N:8]1[CH2:13][CH2:12][C@@H:11]([NH:14][S:15]([CH2:18][CH3:19])(=[O:17])=[O:16])[C@H:10]([CH2:20][O:21][C:22]2[CH:27]=[CH:26][C:25]([CH2:28][CH2:29][C:30]#[N:31])=[CH:24][CH:23]=2)[CH2:9]1)[C:2]1C=CC=CC=1.CC(O)=[O:34], predict the reaction product. The product is: [C:1]([N:8]1[CH2:13][CH2:12][C@@H:11]([NH:14][S:15]([CH2:18][CH3:19])(=[O:17])=[O:16])[C@H:10]([CH2:20][O:21][C:22]2[CH:27]=[CH:26][C:25]([CH2:28][CH2:29][C:30]#[N:31])=[CH:24][CH:23]=2)[CH2:9]1)(=[O:34])[CH3:2]. (3) The product is: [Cl:8][C:7]1[C:2]([N:1]([CH3:9])[C:33]([C:20]2[S:19][C:23]3[C:24]4[CH:32]=[CH:31][CH:30]=[CH:29][C:25]=4[O:26][CH2:27][CH2:28][C:22]=3[CH:21]=2)=[O:34])=[N:3][CH:4]=[CH:5][CH:6]=1. Given the reactants [NH2:1][C:2]1[C:7]([Cl:8])=[CH:6][CH:5]=[CH:4][N:3]=1.[CH3:9][Si](C)(C)N[Si](C)(C)C.[Na].[S:19]1[C:23]2[C:24]3[CH:32]=[CH:31][CH:30]=[CH:29][C:25]=3[O:26][CH2:27][CH2:28][C:22]=2[CH:21]=[C:20]1[C:33](Cl)=[O:34], predict the reaction product. (4) Given the reactants [CH2:1]([N:3]([CH2:7][CH3:8])[CH2:4][CH2:5][NH2:6])[CH3:2].S=[C:10]1[CH2:14][S:13][C:12](=[O:15])[NH:11]1.[Cl:16][C:17]1[CH:24]=[C:23]([O:25][C:26]2[CH:31]=[CH:30][C:29]([CH:32]=O)=[CH:28][C:27]=2[O:34][CH3:35])[CH:22]=[CH:21][C:18]=1[C:19]#[N:20].CC(C)([O-])C.[K+].[Cl-].[NH4+], predict the reaction product. The product is: [Cl:16][C:17]1[CH:24]=[C:23]([O:25][C:26]2[CH:31]=[CH:30][C:29](/[CH:32]=[C:14]3/[C:10]([NH:6][CH2:5][CH2:4][N:3]([CH2:7][CH3:8])[CH2:1][CH3:2])=[N:11][C:12](=[O:15])[S:13]/3)=[CH:28][C:27]=2[O:34][CH3:35])[CH:22]=[CH:21][C:18]=1[C:19]#[N:20]. (5) Given the reactants [CH3:1][O:2][C:3]([C@@H:5]([N:13]1[CH2:18][C:17]2[CH:19]=[CH:20][S:21][C:16]=2[CH2:15][CH2:14]1)[C:6]1[C:11]([Cl:12])=[CH:10][CH:9]=[CH:8][CH:7]=1)=[O:4].S(=O)(=O)(O)O, predict the reaction product. The product is: [CH3:1][O:2][C:3]([C@@H:5]([N:13]1[CH2:18][C:17]2[CH:19]=[CH:20][S:21][C:16]=2[CH2:15][CH2:14]1)[C:6]1[CH:7]=[CH:8][CH:9]=[CH:10][C:11]=1[Cl:12])=[O:4].[S:21]1[C:16]2[CH2:15][CH2:14][NH:13][CH2:18][C:17]=2[CH:19]=[CH:20]1. (6) Given the reactants [OH:1][C:2]1[CH:9]=[CH:8][C:5]([CH:6]=[O:7])=[CH:4][C:3]=1[N+:10]([O-:12])=[O:11].C(=O)([O-])[O-].[K+].[K+].Br[CH2:20][CH2:21][CH2:22][C:23]1[CH:28]=[CH:27][CH:26]=[CH:25][CH:24]=1.CN(C)C=O, predict the reaction product. The product is: [C:23]1([CH2:22][CH2:21][CH2:20][O:1][C:2]2[CH:9]=[CH:8][C:5]([CH:6]=[O:7])=[CH:4][C:3]=2[N+:10]([O-:12])=[O:11])[CH:28]=[CH:27][CH:26]=[CH:25][CH:24]=1. (7) Given the reactants Br[C:2]1[CH:7]=[CH:6][CH:5]=[C:4]([C:8]([F:11])([F:10])[CH3:9])[CH:3]=1.C1(C(C2C=CC=CC=2)=[NH:19])C=CC=CC=1.C1(P(C2CCCCC2)C2C=CC=CC=2C2C(OC)=CC=CC=2OC)CCCCC1.C([O-])([O-])=O.[Cs+].[Cs+], predict the reaction product. The product is: [F:10][C:8]([C:4]1[CH:3]=[C:2]([CH:7]=[CH:6][CH:5]=1)[NH2:19])([F:11])[CH3:9].